Predict the product of the given reaction. From a dataset of Forward reaction prediction with 1.9M reactions from USPTO patents (1976-2016). Given the reactants [N:1]1([C:12]([O:14][C:15]([CH3:18])([CH3:17])[CH3:16])=[O:13])[CH2:6][CH2:5][CH:4]([C:7]([O:9][CH2:10][CH3:11])=[O:8])[CH2:3][CH2:2]1.[Li+].CC([N-]C(C)C)C.[CH3:27][S:28](Cl)(=[O:30])=[O:29].CCCCCC, predict the reaction product. The product is: [CH3:27][S:28]([C:4]1([C:7]([O:9][CH2:10][CH3:11])=[O:8])[CH2:3][CH2:2][N:1]([C:12]([O:14][C:15]([CH3:17])([CH3:16])[CH3:18])=[O:13])[CH2:6][CH2:5]1)(=[O:30])=[O:29].